From a dataset of Reaction yield outcomes from USPTO patents with 853,638 reactions. Predict the reaction yield, written as a fraction of the theoretical maximum amount of product (1.0 means a 100% yield; for example, 0.34 means a 34% yield). (1) The reactants are [Br:1][C:2]1[N:3]=[CH:4][C:5]([C:15]([OH:17])=O)=[N:6][C:7]=1[C:8]1[CH:13]=[CH:12][CH:11]=[C:10]([Cl:14])[CH:9]=1.ClC(N(C)C)=C(C)C.Cl.[CH3:27][C:28]([CH3:36])([C:30]1[N:34]=[C:33]([CH3:35])[O:32][N:31]=1)[NH2:29].C(N(C(C)C)C(C)C)C. The catalyst is ClCCl.CN(C=O)C. The product is [CH3:27][C:28]([NH:29][C:15]([C:5]1[CH:4]=[N:3][C:2]([Br:1])=[C:7]([C:8]2[CH:13]=[CH:12][CH:11]=[C:10]([Cl:14])[CH:9]=2)[N:6]=1)=[O:17])([C:30]1[N:34]=[C:33]([CH3:35])[O:32][N:31]=1)[CH3:36]. The yield is 0.450. (2) The yield is 0.990. The catalyst is CN(C=O)C.O. The product is [CH2:17]([C@H:16]([NH:24][C:25](=[O:34])[O:26][CH2:27][C:28]1[CH:29]=[CH:30][CH:31]=[CH:32][CH:33]=1)[CH2:15][NH:14][C:11](=[O:13])[C@H:9]([NH:8][C:6]([O:5][C:1]([CH3:2])([CH3:3])[CH3:4])=[O:7])[CH3:10])[C:18]1[CH:19]=[CH:20][CH:21]=[CH:22][CH:23]=1. The reactants are [C:1]([O:5][C:6]([NH:8][C@@H:9]([C:11]([OH:13])=O)[CH3:10])=[O:7])([CH3:4])([CH3:3])[CH3:2].[NH2:14][CH2:15][C@@H:16]([NH:24][C:25](=[O:34])[O:26][CH2:27][C:28]1[CH:33]=[CH:32][CH:31]=[CH:30][CH:29]=1)[CH2:17][C:18]1[CH:23]=[CH:22][CH:21]=[CH:20][CH:19]=1.CN(C(ON1N=NC2C=CC=CC1=2)=[N+](C)C)C.F[P-](F)(F)(F)(F)F.C(N(CC)CC)C. (3) The reactants are [O:1]=[C:2]1[NH:7][C:6]2[CH:8]=[C:9]([CH2:12][N:13]3[CH2:18][CH2:17][N:16]([C:19]4[CH:27]=[CH:26][C:22]([C:23](O)=[O:24])=[CH:21][N:20]=4)[CH2:15][CH2:14]3)[CH:10]=[N:11][C:5]=2[N:4]2[CH2:28][CH2:29][CH2:30][C@@H:3]12.C[CH2:32][N:33](C(C)C)C(C)C.Cl.CN.CN(C(ON1N=NC2C=CC=NC1=2)=[N+](C)C)C.F[P-](F)(F)(F)(F)F. The catalyst is CN(C=O)C.CO. The product is [CH3:32][NH:33][C:23](=[O:24])[C:22]1[CH:26]=[CH:27][C:19]([N:16]2[CH2:17][CH2:18][N:13]([CH2:12][C:9]3[CH:10]=[N:11][C:5]4[N:4]5[CH2:28][CH2:29][CH2:30][C@H:3]5[C:2](=[O:1])[NH:7][C:6]=4[CH:8]=3)[CH2:14][CH2:15]2)=[N:20][CH:21]=1. The yield is 0.510. (4) The reactants are [OH:1][CH2:2][CH2:3][NH:4][CH2:5][CH:6]([OH:9])[CH2:7][OH:8].Cl.O1CCOCC1.CO[C:19](OC)([CH3:21])[CH3:20]. The catalyst is C1(C)C=CC(S(O)(=O)=O)=CC=1.C(N(CC)CC)C.CC(N(C)C)=O. The product is [CH3:20][C:19]1([CH3:21])[O:9][CH:6]([CH2:5][NH:4][CH2:3][CH2:2][OH:1])[CH2:7][O:8]1. The yield is 0.990. (5) The reactants are [Cl:1][C:2]1[C:9]([C:10]([F:13])([F:12])[F:11])=[CH:8][CH:7]=[CH:6][C:3]=1[CH:4]=[O:5].[CH3:14][Mg]Br.[NH4+].[Cl-]. The catalyst is C1COCC1. The product is [Cl:1][C:2]1[C:9]([C:10]([F:11])([F:12])[F:13])=[CH:8][CH:7]=[CH:6][C:3]=1[CH:4]([OH:5])[CH3:14]. The yield is 0.980. (6) The reactants are [NH2:1][C:2]1[C:7]([O:8][CH2:9][C:10]2[CH:15]=[CH:14][CH:13]=[CH:12][CH:11]=2)=[CH:6][CH:5]=[CH:4][N:3]=1.[Br:16]N1C(=O)CCC1=O. The catalyst is CC#N.CCOC(C)=O. The product is [CH2:9]([O:8][C:7]1[C:2]([NH2:1])=[N:3][CH:4]=[C:5]([Br:16])[CH:6]=1)[C:10]1[CH:11]=[CH:12][CH:13]=[CH:14][CH:15]=1. The yield is 0.530. (7) The reactants are CCN(C(C)C)C(C)C.[F:10][C:11]1[CH:16]=[CH:15][C:14]([C:17]2[O:18][C:19]3[CH:29]=[CH:28][C:27]([C:30]4[CH:31]=[C:32]([CH:42]=[CH:43][CH:44]=4)[C:33]([NH:35][C:36]([CH3:41])([CH3:40])[C:37]([OH:39])=O)=[O:34])=[CH:26][C:20]=3[C:21]=2[C:22](=[O:25])[NH:23][CH3:24])=[CH:13][CH:12]=1.[CH3:45][C:46]1[NH:50][N:49]=[C:48]([NH2:51])[CH:47]=1.[H-].[Na+]. The catalyst is CN(C=O)C.CO. The product is [F:10][C:11]1[CH:12]=[CH:13][C:14]([C:17]2[O:18][C:19]3[CH:29]=[CH:28][C:27]([C:30]4[CH:44]=[CH:43][CH:42]=[C:32]([C:33](=[O:34])[NH:35][C:36]([CH3:40])([CH3:41])[C:37]([NH:51][C:48]5[CH:47]=[C:46]([CH3:45])[NH:50][N:49]=5)=[O:39])[CH:31]=4)=[CH:26][C:20]=3[C:21]=2[C:22]([NH:23][CH3:24])=[O:25])=[CH:15][CH:16]=1. The yield is 0.210. (8) The reactants are [Cl:1][C:2]1[CH:7]=[CH:6][C:5]([C:8]2[C:12]([CH2:13][O:14][C:15]3[CH:23]=[CH:22][C:18]([C:19]([OH:21])=O)=[CH:17][N:16]=3)=[C:11]([CH3:24])[O:10][N:9]=2)=[CH:4][CH:3]=1.[CH3:25][N:26]1[CH:30]=[C:29]([NH2:31])[CH:28]=[N:27]1. No catalyst specified. The product is [Cl:1][C:2]1[CH:3]=[CH:4][C:5]([C:8]2[C:12]([CH2:13][O:14][C:15]3[CH:23]=[CH:22][C:18]([C:19]([NH:31][C:29]4[CH:28]=[N:27][N:26]([CH3:25])[CH:30]=4)=[O:21])=[CH:17][N:16]=3)=[C:11]([CH3:24])[O:10][N:9]=2)=[CH:6][CH:7]=1. The yield is 0.730.